Task: Binary Classification. Given a miRNA mature sequence and a target amino acid sequence, predict their likelihood of interaction.. Dataset: Experimentally validated miRNA-target interactions with 360,000+ pairs, plus equal number of negative samples (1) The miRNA is hsa-miR-548h-3p with sequence CAAAAACCGCAAUUACUUUUGCA. The protein sequence of the target gene is MFTSEKGVVEEWLSEFKTLPETSLPNYATNLKDKSSLVSSLYKVIQEPQSELLEPVCHQLFEFYRSGEEQLLQFTLQFLPELIWCYLAVSASRNVHSSGCIEALLLGVYNLEIVDKQGHTKVLSFTIPSLSKPSVYHEPSSIGSMALTESALSQHGLSKVVYSGPHPQREMLTAQNRFEVLTFLLLCYNAALTYMPSVSLQSLCQICSRICVCGYPRQHVRKYKGISSRIPVSSGFMVQMLTGIYFAFYNGEWDLAQKALDDIIYRAQLELYPEPLLVANAIKASLPHGPMKSNKEGTRC.... Result: 1 (interaction). (2) The miRNA is hsa-miR-577 with sequence UAGAUAAAAUAUUGGUACCUG. The protein sequence of the target gene is MSSEVSARRDAKKLVRSPSGLRMVPEHRAFGSPFGLEEPQWVPDKECRRCMQCDAKFDFLTRKHHCRRCGKCFCDRCCSQKVPLRRMCFVDPVRQCAECALVSLKEAEFYDKQLKVLLSGATFLVTFGNSEKPETMTCRLSNNQRYLFLDGDSHYEIEIVHISTVQILTEGFPPGGGNARATGMFLQYTVPGTEGVTQLKLTVVEDVTVGRRQAVAWLVAMHKAAKLLYESRDQ. Result: 1 (interaction). (3) The miRNA is hsa-miR-15a-5p with sequence UAGCAGCACAUAAUGGUUUGUG. The protein sequence of the target gene is MSSGLWSQEKVTSPYWEERIFYLLLQECSVTDKQTQKLLKVPKGSIGQYIQDRSVGHSRIPSAKGKKNQIGLKILEQPHAVLFVDEKDVVEINEKFTELLLAITNCEERFSLFKNRNRLSKGLQIDVGCPVKVQLRSGEEKFPGVVRFRGPLLAERTVSGIFFGVELLEEGRGQGFTDGVYQGKQLFQCDEDCGVFVALDKLELIEDDDTALESDYAGPGDTMQVELPPLEINSRVSLKVGETIESGTVIFCDVLPGKESLGYFVGVDMDNPIGNWDGRFDGVQLCSFACVESTILLHIN.... Result: 1 (interaction). (4) The miRNA is hsa-miR-1248 with sequence ACCUUCUUGUAUAAGCACUGUGCUAAA. The protein sequence of the target gene is MRAHPGGGRCCPEQEEGESAAGGSGAGGDSAIEQGGQGSALAPSPVSGVRREGARGGGRGRGRWKQAGRGGGVCGRGRGRGRGRGRGRGRGRGRGRPPSGGSGLGGDGGGCGGGGSGGGGAPRREPVPFPSGSAGPGPRGPRATESGKRMDCPALPPGWKKEEVIRKSGLSAGKSDVYYFSPSGKKFRSKPQLARYLGNTVDLSSFDFRTGKMMPSKLQKNKQRLRNDPLNQNKGKPDLNTTLPIRQTASIFKQPVTKVTNHPSNKVKSDPQRMNEQPRQLFWEKRLQGLSASDVTEQII.... Result: 0 (no interaction). (5) The miRNA is hsa-miR-3614-5p with sequence CCACUUGGAUCUGAAGGCUGCCC. The protein sequence of the target gene is MLLLAAAGLVAFVLLLYMVSPLISPKPLALPGAHVVVTGGSSGIGKCIAIECYKQGAFITLVARNEDKLLQAKKDIEKHSINDKQVVLCISVDVSQDYNQVENVIKQAQEKLGPVDMLVNCAGTSMSGKFEELEVSSFEKLMSINYLGSVYPSRAVITTMKERRVGRIVFVSSQAGQLGLFGFTAYSSSKFAIRGLAEALQMEVKPYNVYVTVAYPPDTDTPGLAEENKTKPLETRLISETTAICKPEQVAKQIVKDAIQGNFNSSIGSDGYMLSSLTCGMAPVTSITEGLQQVVTMGLF.... Result: 0 (no interaction). (6) The miRNA is hsa-miR-4520-5p with sequence CCUGCGUGUUUUCUGUCCAA. The protein sequence of the target gene is MHFEAEESKEVATDVFNSKNLAVQAQKKILGKMASKSIATTLIDDTSSEVLDELYRVTKEYTQNKKEAEKIIKNLIKTVIKLAILYRNNQFNQDELALMEKFKKKVHQLAMTVVSFHQVDFTFDRNVLSKLLNECREMLHQIIQRHLTTKSHGRVNNVFDHFSDCDFLAALYNPFGNYKPHLQKLCDGINKMLDEENI. Result: 0 (no interaction). (7) The miRNA is hsa-miR-615-3p with sequence UCCGAGCCUGGGUCUCCCUCUU. The protein sequence of the target gene is MATEHPEPPKAELQLPPPPPPGHYGAWAAQELQAKLAEIGAPIQGNREELVERLQSYTRQTGIVLNRPVLRGEDGDKAAPPPMSAQLPGIPMPPPPLGLPPLQPPPPPPPPPPGLGLGFPMAHPPNLGPPPPLRVGEPVALSEEERLKLAQQQAALLMQQEERAKQQGDHSLKEHELLEQQKRAAVLLEQERQQEIAKMGTPVPRPPQDMGQIGVRTPLGPRVAAPVGPVGPTPTVLPMGAPVPRPRGPPPPPGDENREMDDPSVGPKIPQALEKILQLKESRQEEMNSQQEEEEMETDA.... Result: 1 (interaction). (8) The miRNA is hsa-miR-3691-3p with sequence ACCAAGUCUGCGUCAUCCUCUC. The protein sequence of the target gene is MRRLLIPLALWLGAVGVGVAELTEAQRRGLQVALEEFHKHPPVQWAFQETSVESAVDTPFPAGIFVRLEFKLQQTSCRKRDWKKPECKVRPNGRKRKCLACIKLGSEDKVLGRLVHCPIETQVLREAEEHQETQCLRVQRAGEDPHSFYFPGQFAFSKALPRS. Result: 0 (no interaction). (9) The miRNA is mmu-miR-29b-2-5p with sequence CUGGUUUCACAUGGUGGCUUAGAUU. The protein sequence of the target gene is MAEQDVENDLLDYDEEEEPQAPQESTPAPPKKDIKGSYVSIHSSGFRDFLLKPELLRAIVDCGFEHPSEVQHECIPQAILGMDVLCQAKSGMGKTAVFVLATLQQIEPVNGQVTVLVMCHTRELAFQISKEYERFSKYMPSVKVSVFFGGLSIKKDEEVLKKNCPHVVVGTPGRILALVRNRSFSLKNVKHFVLDECDKMLEQLDMRRDVQEIFRLTPHEKQCMMFSATLSKDIRPVCRKFMQDPMEVFVDDETKLTLHGLQQYYVKLKDSEKNRKLFDLLDVLEFNQVIIFVKSVQRCM.... Result: 0 (no interaction).